Dataset: Reaction yield outcomes from USPTO patents with 853,638 reactions. Task: Predict the reaction yield, written as a fraction of the theoretical maximum amount of product (1.0 means a 100% yield; for example, 0.34 means a 34% yield). (1) The reactants are FC(F)(F)C([N:5]1[CH2:14][CH2:13][C:12]2[C:7](=[CH:8][CH:9]=[C:10]([C:15]([F:18])([F:17])[F:16])[CH:11]=2)[CH2:6]1)=O.[OH-].[Na+]. The catalyst is C(O)C. The product is [F:18][C:15]([F:16])([F:17])[C:10]1[CH:11]=[C:12]2[C:7](=[CH:8][CH:9]=1)[CH2:6][NH:5][CH2:14][CH2:13]2. The yield is 0.830. (2) The reactants are [CH3:1][C:2]1[CH:7]=[CH:6][C:5]([S:8]([O:11][CH2:12][CH:13]2[CH2:17][C:16]3[CH:18]=[CH:19][CH:20]=[C:21](Br)[C:15]=3[O:14]2)(=[O:10])=[O:9])=[CH:4][CH:3]=1.[F:23][C:24]1[CH:29]=[CH:28][CH:27]=[CH:26][C:25]=1B(O)O.C(=O)([O-])[O-].[K+].[K+].CC1C=CC(S(OCC2CC3C(C4C=CC=CC=4)=CC=CC=3O2)(=O)=O)=CC=1. The catalyst is CC1C=CC=CC=1[P](C1C=CC=CC=1C)([Pd](Cl)(Cl)[P](C1=C(C)C=CC=C1)(C1C=CC=CC=1C)C1C=CC=CC=1C)C1C=CC=CC=1C. The product is [CH3:1][C:2]1[CH:7]=[CH:6][C:5]([S:8]([O:11][CH2:12][CH:13]2[CH2:17][C:16]3[CH:18]=[CH:19][CH:20]=[C:21]([C:25]4[CH:26]=[CH:27][CH:28]=[CH:29][C:24]=4[F:23])[C:15]=3[O:14]2)(=[O:10])=[O:9])=[CH:4][CH:3]=1. The yield is 0.810.